Dataset: Catalyst prediction with 721,799 reactions and 888 catalyst types from USPTO. Task: Predict which catalyst facilitates the given reaction. (1) Reactant: C(O)=O.[Cl:4][C:5]1[C:6]([C:17]2[N:21]([CH3:22])[C:20]3[CH:23]=[CH:24][CH:25]=[CH:26][C:19]=3[N:18]=2)=[N:7][C:8]([N:11]2[CH2:16][CH2:15][NH:14][CH2:13][CH2:12]2)=[CH:9][CH:10]=1.CCN(C(C)C)C(C)C.[C:36](Cl)(=[O:38])[CH3:37]. Product: [C:36]([N:14]1[CH2:13][CH2:12][N:11]([C:8]2[N:7]=[C:6]([C:17]3[N:21]([CH3:22])[C:20]4[CH:23]=[CH:24][CH:25]=[CH:26][C:19]=4[N:18]=3)[C:5]([Cl:4])=[CH:10][CH:9]=2)[CH2:16][CH2:15]1)(=[O:38])[CH3:37]. The catalyst class is: 2. (2) Reactant: [O:1]=[S:2]1(=[O:23])[C:7]2[CH:8]=[C:9]([O:12][C:13]3[CH:14]=[C:15]([NH2:19])[CH:16]=[CH:17][CH:18]=3)[CH:10]=[CH:11][C:6]=2[N:5]2[CH2:20][CH2:21][CH2:22][CH:4]2[NH:3]1.C([O-])([O-])=O.[Na+].[Na+].[Na+].[I-].Br[CH2:33][CH2:34][O:35][CH2:36][CH2:37]Br. Product: [N:19]1([C:15]2[CH:14]=[C:13]([CH:18]=[CH:17][CH:16]=2)[O:12][C:9]2[CH:10]=[CH:11][C:6]3[N:5]4[CH2:20][CH2:21][CH2:22][CH:4]4[NH:3][S:2](=[O:1])(=[O:23])[C:7]=3[CH:8]=2)[CH2:37][CH2:36][O:35][CH2:34][CH2:33]1. The catalyst class is: 23. (3) The catalyst class is: 185. Product: [I:18][C:2]1[CH:10]=[CH:9][CH:8]=[C:7]2[C:3]=1[C:4]([C:11]1[CH:16]=[CH:15][C:14]([F:17])=[CH:13][CH:12]=1)=[N:5][NH:6]2. Reactant: Br[C:2]1[CH:10]=[CH:9][CH:8]=[C:7]2[C:3]=1[C:4]([C:11]1[CH:16]=[CH:15][C:14]([F:17])=[CH:13][CH:12]=1)=[N:5][NH:6]2.[I-:18].[Na+].CN(C)C1CCCCC1N. (4) Reactant: [CH3:1][N:2]1[C:10]2[C:5](=[CH:6][C:7]([N+:11]([O-])=O)=[CH:8][CH:9]=2)[C:4]([CH3:14])=[N:3]1. Product: [CH3:1][N:2]1[C:10]2[C:5](=[CH:6][C:7]([NH2:11])=[CH:8][CH:9]=2)[C:4]([CH3:14])=[N:3]1. The catalyst class is: 29. (5) Reactant: [F:1][C:2]([F:19])([F:18])[S:3]([NH:6][C:7]1[CH:8]=[C:9]([CH:15]=[CH:16][CH:17]=1)[C:10](OCC)=[O:11])(=[O:5])=[O:4].O.[NH2:21][NH2:22]. Product: [F:1][C:2]([F:19])([F:18])[S:3]([NH:6][C:7]1[CH:17]=[CH:16][CH:15]=[C:9]([C:10]([NH:21][NH2:22])=[O:11])[CH:8]=1)(=[O:5])=[O:4]. The catalyst class is: 51. (6) Reactant: [Cl:1][C:2]1[CH:7]=[CH:6][CH:5]=[C:4]([NH:8][C:9](OC)=[O:10])[C:3]=1[CH3:13].P(Cl)(Cl)(Cl)(Cl)Cl. Product: [Cl:1][C:2]1[CH:7]=[CH:6][CH:5]=[C:4]([N:8]=[C:9]=[O:10])[C:3]=1[CH3:13]. The catalyst class is: 159. (7) Reactant: Cl[C:2]1[N:7]=[C:6]([N:8]([CH3:13])[S:9]([CH3:12])(=[O:11])=[O:10])[C:5]([F:14])=[C:4]([NH:15][C:16]2[CH:20]=[C:19]([CH3:21])[NH:18][N:17]=2)[N:3]=1.ClC1C(NC2C=C(OC)NN=2)=NC([NH:29][C@H:30]([C:32]2[N:37]=[CH:36][C:35]([F:38])=[CH:34][N:33]=2)[CH3:31])=NC=1.CCN(C(C)C)C(C)C. Product: [F:14][C:5]1[C:6]([N:8]([CH3:13])[S:9]([CH3:12])(=[O:11])=[O:10])=[N:7][C:2]([NH:29][C@H:30]([C:32]2[N:37]=[CH:36][C:35]([F:38])=[CH:34][N:33]=2)[CH3:31])=[N:3][C:4]=1[NH:15][C:16]1[CH:20]=[C:19]([CH3:21])[NH:18][N:17]=1. The catalyst class is: 114. (8) Reactant: [CH3:1][O:2][C:3](=[O:24])[C:4]1[CH:9]=[C:8]([N:10]2[CH2:15][CH2:14][O:13][CH2:12][CH2:11]2)[CH:7]=[CH:6][C:5]=1[O:16][Si](C(C)(C)C)(C)C.[F-].C([N+](CCCC)(CCCC)CCCC)CCC. Product: [CH3:1][O:2][C:3](=[O:24])[C:4]1[CH:9]=[C:8]([N:10]2[CH2:11][CH2:12][O:13][CH2:14][CH2:15]2)[CH:7]=[CH:6][C:5]=1[OH:16]. The catalyst class is: 7.